This data is from Forward reaction prediction with 1.9M reactions from USPTO patents (1976-2016). The task is: Predict the product of the given reaction. (1) Given the reactants [F:1][C:2]1[CH:3]=[C:4]([CH:38]=[CH:39][C:40]=1[O:41][CH3:42])[CH2:5][N:6]1[C:11]2[CH:12]=[C:13]([C:15]3[CH:20]=[CH:19][C:18]([F:21])=[CH:17][C:16]=3[CH3:22])[S:14][C:10]=2[C:9](=[O:23])[N:8]([CH:24]2[CH2:29][CH2:28][N:27](C(OC(C)(C)C)=O)[CH2:26][CH2:25]2)[C:7]1=[O:37].[ClH:43], predict the reaction product. The product is: [ClH:43].[F:1][C:2]1[CH:3]=[C:4]([CH:38]=[CH:39][C:40]=1[O:41][CH3:42])[CH2:5][N:6]1[C:11]2[CH:12]=[C:13]([C:15]3[CH:20]=[CH:19][C:18]([F:21])=[CH:17][C:16]=3[CH3:22])[S:14][C:10]=2[C:9](=[O:23])[N:8]([CH:24]2[CH2:25][CH2:26][NH:27][CH2:28][CH2:29]2)[C:7]1=[O:37]. (2) Given the reactants [Cl:1][C:2]1[CH:3]=[CH:4][C:5]2[C:11](=[O:12])[NH:10][C:9]3[CH:13]=[C:14]([CH2:17][CH2:18][OH:19])[CH:15]=[CH:16][C:8]=3[NH:7][C:6]=2[CH:20]=1.C(N(CC)CC)C.[CH3:28][S:29](Cl)(=[O:31])=[O:30], predict the reaction product. The product is: [CH3:28][S:29]([O:19][CH2:18][CH2:17][C:14]1[CH:15]=[CH:16][C:8]2[NH:7][C:6]3[CH:20]=[C:2]([Cl:1])[CH:3]=[CH:4][C:5]=3[C:11](=[O:12])[NH:10][C:9]=2[CH:13]=1)(=[O:31])=[O:30]. (3) Given the reactants Br[C:2]1[CH:3]=[CH:4][C:5]2[N:6]([C:8]([C:11]3[CH:12]=[C:13]([NH:18][S:19]([N:22]([CH3:24])[CH3:23])(=[O:21])=[O:20])[C:14]([Cl:17])=[N:15][CH:16]=3)=[CH:9][N:10]=2)[CH:7]=1.Cl[C:26]1[C:31](NS(N(C)C)(=O)=O)=[CH:30][C:29](B2OC(C)(C)C(C)(C)O2)=[CH:28][N:27]=1.BrC1C=CC2N(C(I)=CN=2)C=1.C(=O)([O-])[O-].[Na+].[Na+], predict the reaction product. The product is: [Cl:17][C:14]1[C:13]([NH:18][S:19]([N:22]([CH3:24])[CH3:23])(=[O:21])=[O:20])=[CH:12][C:11]([C:8]2[N:6]3[CH:7]=[C:2]([C:30]4[CH:29]=[CH:28][N:27]=[CH:26][CH:31]=4)[CH:3]=[CH:4][C:5]3=[N:10][CH:9]=2)=[CH:16][N:15]=1. (4) The product is: [C:12]([O:16][C:17]([N:19]1[CH2:20][CH2:21][N:22]([C:25]([CH:26]2[CH2:27][O:5]2)=[O:28])[CH2:23][CH2:24]1)=[O:18])([CH3:15])([CH3:14])[CH3:13]. Given the reactants C([O:5]O)(C)(C)C.C([Li])CCC.[C:12]([O:16][C:17]([N:19]1[CH2:24][CH2:23][N:22]([C:25](=[O:28])[CH:26]=[CH2:27])[CH2:21][CH2:20]1)=[O:18])([CH3:15])([CH3:14])[CH3:13].S([O-])([O-])=O.[Na+].[Na+], predict the reaction product. (5) The product is: [C:1]([O:5][C:6](=[O:7])[NH:8][CH2:9][CH2:10][CH2:11][CH2:12][C:13](=[O:15])[NH:38][C:39]1[CH:40]=[C:41]([C:42]#[N:43])[CH:44]=[CH:45][C:46]=1[NH:47][CH2:48][CH2:49][CH3:50])([CH3:2])([CH3:3])[CH3:4]. Given the reactants [C:1]([O:5][C:6]([NH:8][CH2:9][CH2:10][CH2:11][CH2:12][C:13]([OH:15])=O)=[O:7])([CH3:4])([CH3:3])[CH3:2].CCN=C=NCCCN(C)C.Cl.C1C=CC2N(O)N=NC=2C=1.[NH2:38][C:39]1[CH:40]=[C:41]([CH:44]=[CH:45][C:46]=1[NH:47][CH2:48][CH2:49][CH3:50])[C:42]#[N:43], predict the reaction product. (6) Given the reactants CO.[NH2:3][CH:4]([CH2:8][S:9][CH2:10][C:11]1[CH:16]=[CH:15][CH:14]=[CH:13][CH:12]=1)[C:5]([OH:7])=[O:6].[CH3:17][Si](C=[N+]=[N-])(C)C, predict the reaction product. The product is: [NH2:3][CH:4]([CH2:8][S:9][CH2:10][C:11]1[CH:16]=[CH:15][CH:14]=[CH:13][CH:12]=1)[C:5]([O:7][CH3:17])=[O:6]. (7) Given the reactants [O:1]1[C:5]2[CH:6]=[CH:7][C:8]([C:10]#[C:11][C@@H:12]3[C@H:16]4[O:17][CH2:18][C@H:19]([NH:20][C:21]([NH:23][CH:24]5[CH2:29][CH2:28][CH2:27][CH2:26][CH2:25]5)=[O:22])[C@H:15]4[O:14][CH2:13]3)=[CH:9][C:4]=2[O:3][CH2:2]1.C(OCC)(=O)C.N1C2C(=CC=CC=2)C=CC1=O, predict the reaction product. The product is: [O:1]1[C:5]2[CH:6]=[CH:7][C:8](/[CH:10]=[CH:11]\[C@@H:12]3[C@H:16]4[O:17][CH2:18][C@H:19]([NH:20][C:21]([NH:23][CH:24]5[CH2:29][CH2:28][CH2:27][CH2:26][CH2:25]5)=[O:22])[C@H:15]4[O:14][CH2:13]3)=[CH:9][C:4]=2[O:3][CH2:2]1.